Task: Predict the product of the given reaction.. Dataset: Forward reaction prediction with 1.9M reactions from USPTO patents (1976-2016) (1) Given the reactants CN(C(O[N:9]1N=N[C:11]2C=CC=[N:15][C:10]1=2)=[N+](C)C)C.F[P-](F)(F)(F)(F)F.[Cl:25][C:26]1[CH:34]=[C:33]([C:35]2[CH:36]=[CH:37][C:38]3[N:39]([C:41]([CH2:44][O:45][C:46]4[C:55]5[C:50](=[CH:51][C:52]([O:56][CH3:57])=[CH:53][CH:54]=5)[N:49]=[CH:48][CH:47]=4)=[N:42][N:43]=3)[N:40]=2)[CH:32]=[CH:31][C:27]=1[C:28](O)=[O:29].CCN(C(C)C)C(C)C.O/N=C(\N)/C, predict the reaction product. The product is: [Cl:25][C:26]1[CH:34]=[C:33]([C:35]2[CH:36]=[CH:37][C:38]3[N:39]([C:41]([CH2:44][O:45][C:46]4[C:55]5[C:50](=[CH:51][C:52]([O:56][CH3:57])=[CH:53][CH:54]=5)[N:49]=[CH:48][CH:47]=4)=[N:42][N:43]=3)[N:40]=2)[CH:32]=[CH:31][C:27]=1[C:28]1[O:29][N:15]=[C:10]([CH3:11])[N:9]=1. (2) Given the reactants Br[CH2:2][C:3]([C:5]1[CH:6]=[N:7][CH:8]=[CH:9][CH:10]=1)=O.[N:11]1[CH:16]=[CH:15][CH:14]=[N:13][C:12]=1[NH:17][C:18]([NH2:20])=[S:19], predict the reaction product. The product is: [N:7]1[CH:8]=[CH:9][CH:10]=[C:5]([C:3]2[N:20]=[C:18]([NH:17][C:12]3[N:13]=[CH:14][CH:15]=[CH:16][N:11]=3)[S:19][CH:2]=2)[CH:6]=1. (3) Given the reactants [C:1]([NH:4][C:5]1[CH:10]=[CH:9][CH:8]=[CH:7][C:6]=1[C:11](=[C:25]1[CH2:30][CH2:29][NH:28][CH2:27][CH2:26]1)[C:12]1[CH:24]=[CH:23][C:15]([C:16]([N:18]([CH2:21][CH3:22])[CH2:19][CH3:20])=[O:17])=[CH:14][CH:13]=1)(=[O:3])[CH3:2].[CH:31](=O)[C:32]1[CH:37]=[CH:36][CH:35]=[CH:34][CH:33]=1.C(O)(=O)C.[BH-](OC(C)=O)(OC(C)=O)OC(C)=O.[Na+].C(O)(C(F)(F)F)=O, predict the reaction product. The product is: [C:1]([NH:4][C:5]1[CH:10]=[CH:9][CH:8]=[CH:7][C:6]=1[C:11](=[C:25]1[CH2:30][CH2:29][N:28]([CH2:31][C:32]2[CH:37]=[CH:36][CH:35]=[CH:34][CH:33]=2)[CH2:27][CH2:26]1)[C:12]1[CH:24]=[CH:23][C:15]([C:16]([N:18]([CH2:19][CH3:20])[CH2:21][CH3:22])=[O:17])=[CH:14][CH:13]=1)(=[O:3])[CH3:2]. (4) Given the reactants [C:1]1([N:7]=[C:8]=[O:9])[CH:6]=[CH:5][CH:4]=[CH:3][CH:2]=1.[CH2:10]([C:14]1[N:15]([CH2:27][CH2:28][CH2:29][NH2:30])[C:16]2[C:25]3[CH:24]=[CH:23][CH:22]=[CH:21][C:20]=3[N:19]=[CH:18][C:17]=2[N:26]=1)[CH2:11][CH2:12][CH3:13], predict the reaction product. The product is: [CH2:10]([C:14]1[N:15]([CH2:27][CH2:28][CH2:29][NH:30][C:8]([NH:7][C:1]2[CH:6]=[CH:5][CH:4]=[CH:3][CH:2]=2)=[O:9])[C:16]2[C:25]3[CH:24]=[CH:23][CH:22]=[CH:21][C:20]=3[N:19]=[CH:18][C:17]=2[N:26]=1)[CH2:11][CH2:12][CH3:13]. (5) Given the reactants CC1(C)C2C=CC=C(P(C3C=CC=CC=3)C3C=CC=CC=3)C=2OC2C1=CC=CC=2P(C1C=CC=CC=1)C1C=CC=CC=1.[CH3:43][NH:44][CH:45]=[O:46].C(=O)([O-])[O-].[Cs+].[Cs+].Br[C:54]1[CH:59]=[CH:58][C:57]([C:60]2[O:82][C:63]3[N:64]=[CH:65][N:66]=[C:67]([N:68]4[CH2:73][CH2:72][CH:71]([NH:74][C:75](=[O:81])[O:76][C:77]([CH3:80])([CH3:79])[CH3:78])[CH2:70][CH2:69]4)[C:62]=3[C:61]=2[C:83]2[CH:88]=[CH:87][C:86]([F:89])=[CH:85][CH:84]=2)=[CH:56][CH:55]=1, predict the reaction product. The product is: [F:89][C:86]1[CH:87]=[CH:88][C:83]([C:61]2[C:62]3[C:67]([N:68]4[CH2:69][CH2:70][CH:71]([NH:74][C:75](=[O:81])[O:76][C:77]([CH3:80])([CH3:79])[CH3:78])[CH2:72][CH2:73]4)=[N:66][CH:65]=[N:64][C:63]=3[O:82][C:60]=2[C:57]2[CH:56]=[CH:55][C:54]([N:44]([CH:45]=[O:46])[CH3:43])=[CH:59][CH:58]=2)=[CH:84][CH:85]=1. (6) Given the reactants [F:1][C:2]1[CH:10]=[C:9]2[C:5]([CH:6]=[C:7]([CH3:11])[NH:8]2)=[CH:4][CH:3]=1.C([BH3-])#N.[Na+], predict the reaction product. The product is: [F:1][C:2]1[CH:10]=[C:9]2[C:5]([CH2:6][CH:7]([CH3:11])[NH:8]2)=[CH:4][CH:3]=1. (7) Given the reactants [CH2:1]([O:8][C:9]([NH:11][CH2:12][C:13]1[CH:18]=[CH:17][CH:16]=[CH:15][C:14]=1[C:19]1[C:20]([C:25](O)=[O:26])=[CH:21][CH:22]=[CH:23][CH:24]=1)=[O:10])[C:2]1[CH:7]=[CH:6][CH:5]=[CH:4][CH:3]=1.[N:28]1[CH:33]=[CH:32][CH:31]=[CH:30][C:29]=1[CH2:34][CH2:35][NH2:36], predict the reaction product. The product is: [N:28]1[CH:33]=[CH:32][CH:31]=[CH:30][C:29]=1[CH2:34][CH2:35][NH:36][C:25]([C:20]1[C:19]([C:14]2[CH:15]=[CH:16][CH:17]=[CH:18][C:13]=2[CH2:12][NH:11][C:9]([O:8][CH2:1][C:2]2[CH:7]=[CH:6][CH:5]=[CH:4][CH:3]=2)=[O:10])=[CH:24][CH:23]=[CH:22][CH:21]=1)=[O:26]. (8) The product is: [C:5]([C:7]1([C:8]([O:10][CH3:11])=[O:9])[CH2:3][CH2:2]1)#[N:6]. Given the reactants Br[CH2:2][CH2:3]Br.[C:5]([CH2:7][C:8]([O-:10])=[O:9])#[N:6].[C:11](=O)([O-])[O-].[K+].[K+], predict the reaction product. (9) Given the reactants [NH2:1][CH2:2][CH2:3][CH2:4][CH2:5][CH2:6][C:7]([OH:9])=[O:8].[CH2:10]([O:13][C:14]1[CH:21]=[CH:20][C:17]([CH:18]=O)=[CH:16][CH:15]=1)[C:11]#[CH:12].C(O)(=O)C.[BH-](OC(C)=O)(OC(C)=O)OC(C)=O.[Na+], predict the reaction product. The product is: [CH2:10]([O:13][C:14]1[CH:15]=[CH:16][C:17]([CH2:18][NH:1][CH2:2][CH2:3][CH2:4][CH2:5][CH2:6][C:7]([OH:9])=[O:8])=[CH:20][CH:21]=1)[C:11]#[CH:12]. (10) Given the reactants [CH3:1][Si:2]([CH3:7])([CH3:6])[C:3]#[C:4][CH3:5].C([Li])(CC)C.[C:13]([Si:17]([CH3:24])([CH3:23])[O:18][CH2:19][C@H:20]1[CH2:22][O:21]1)([CH3:16])([CH3:15])[CH3:14], predict the reaction product. The product is: [Si:17]([O:18][CH2:19][C@H:20]([OH:21])[CH2:22][CH2:5][C:4]#[C:3][Si:2]([CH3:7])([CH3:6])[CH3:1])([C:13]([CH3:16])([CH3:15])[CH3:14])([CH3:24])[CH3:23].